Dataset: hERG Central: cardiac toxicity at 1µM, 10µM, and general inhibition. Task: Predict hERG channel inhibition at various concentrations. (1) The molecule is CCc1ccc2[nH]c(=O)c(CN(CCCN3CCOCC3)C(=O)Nc3cccc(Cl)c3)cc2c1. Results: hERG_inhib (hERG inhibition (general)): blocker. (2) The compound is Cc1ccc(CN(CC(=O)NCc2ccc3c(c2)OCO3)C(=O)c2csnn2)cc1. Results: hERG_inhib (hERG inhibition (general)): blocker. (3) The molecule is CC(C)Cn1c(N2CCN(C(=O)/C=C/c3ccccc3)CC2)nc2ccccc21. Results: hERG_inhib (hERG inhibition (general)): blocker. (4) Results: hERG_inhib (hERG inhibition (general)): blocker. The drug is CCOCCN1CCN(c2c(C)c(C)nc3cc(-c4cc(OC)cc(OC)c4)nn23)CC1. (5) The drug is Cc1ccc(S(=O)(=O)N(C)C)cc1NC(=O)COC(=O)Cc1cccs1. Results: hERG_inhib (hERG inhibition (general)): blocker. (6) The compound is Cc1cc(C)n(-c2nc(C)nc(NCc3ccccc3)n2)n1. Results: hERG_inhib (hERG inhibition (general)): blocker. (7) Results: hERG_inhib (hERG inhibition (general)): blocker. The drug is CCCCN(CCCC)CCCNC(=O)C1CC(c2ccc(C(F)(F)F)cc2)=NO1.